Dataset: Full USPTO retrosynthesis dataset with 1.9M reactions from patents (1976-2016). Task: Predict the reactants needed to synthesize the given product. (1) Given the product [CH2:1]([N:8]1[CH2:13][CH2:12][O:11][CH:10]([CH2:14][NH:15][C:16]2[C:21]([C:22]3[N:27]=[CH:26][N:25]=[C:24]([O:28][C:29]4[C:34]5[N:35]=[C:36]([NH:38][C:43](=[O:45])[CH3:44])[S:37][C:33]=5[CH:32]=[CH:31][CH:30]=4)[CH:23]=3)=[CH:20][CH:19]=[C:18]([C:39]([F:41])([F:42])[F:40])[N:17]=2)[CH2:9]1)[C:2]1[CH:3]=[CH:4][CH:5]=[CH:6][CH:7]=1, predict the reactants needed to synthesize it. The reactants are: [CH2:1]([N:8]1[CH2:13][CH2:12][O:11][CH:10]([CH2:14][NH:15][C:16]2[C:21]([C:22]3[N:27]=[CH:26][N:25]=[C:24]([O:28][C:29]4[C:34]5[N:35]=[C:36]([NH2:38])[S:37][C:33]=5[CH:32]=[CH:31][CH:30]=4)[CH:23]=3)=[CH:20][CH:19]=[C:18]([C:39]([F:42])([F:41])[F:40])[N:17]=2)[CH2:9]1)[C:2]1[CH:7]=[CH:6][CH:5]=[CH:4][CH:3]=1.[C:43](OC(=O)C)(=[O:45])[CH3:44]. (2) Given the product [NH2:1][C:2]1[C:11]2=[CH:12][N:13]([CH:15]3[O:16][CH:17]([CH2:23][O:24][C:35](=[O:36])[CH2:34][CH2:33][N:27]4[CH2:32][CH2:31][O:30][CH2:29][CH2:28]4)[CH:18]([OH:22])[C:19]3([OH:21])[CH3:20])[N:14]=[C:9]3[C:10]2=[C:4]([C:5](=[O:25])[NH:6][N:7]=[CH:8]3)[CH:3]=1, predict the reactants needed to synthesize it. The reactants are: [NH2:1][C:2]1[C:11]2=[CH:12][N:13]([CH:15]3[C:19]([OH:21])([CH3:20])[CH:18]([OH:22])[CH:17]([CH2:23][OH:24])[O:16]3)[N:14]=[C:9]3[C:10]2=[C:4]([C:5](=[O:25])[NH:6][N:7]=[CH:8]3)[CH:3]=1.Cl.[N:27]1([CH2:33][CH2:34][C:35](O)=[O:36])[CH2:32][CH2:31][O:30][CH2:29][CH2:28]1.N1C=CC=CC=1.C1CCC(N=C=NC2CCCCC2)CC1. (3) Given the product [NH2:1][C:2]1[CH:9]=[CH:8][C:5]([C:6]([NH2:7])=[O:12])=[C:4]([Cl:10])[CH:3]=1, predict the reactants needed to synthesize it. The reactants are: [NH2:1][C:2]1[CH:9]=[CH:8][C:5]([C:6]#[N:7])=[C:4]([Cl:10])[CH:3]=1.C(=O)([O-])[O-:12].[K+].[K+].OO.C(OCC)(=O)C.